Dataset: Full USPTO retrosynthesis dataset with 1.9M reactions from patents (1976-2016). Task: Predict the reactants needed to synthesize the given product. (1) Given the product [C:26]([O:30][C:31](=[O:37])[C:32]([CH3:36])([CH3:35])[CH2:33][NH:34][C:4]([C:6]1[N:7]=[C:8]([C:24]#[N:25])[C:9]2[C:14]([C:15]=1[OH:16])=[CH:13][CH:12]=[C:11]([O:17][C:18]1[CH:19]=[N:20][CH:21]=[CH:22][CH:23]=1)[CH:10]=2)=[O:5])([CH3:29])([CH3:27])[CH3:28], predict the reactants needed to synthesize it. The reactants are: C(O[C:4]([C:6]1[N:7]=[C:8]([C:24]#[N:25])[C:9]2[C:14]([C:15]=1[OH:16])=[CH:13][CH:12]=[C:11]([O:17][C:18]1[CH:19]=[N:20][CH:21]=[CH:22][CH:23]=1)[CH:10]=2)=[O:5])C.[C:26]([O:30][C:31](=[O:37])[C:32]([CH3:36])([CH3:35])[CH2:33][NH2:34])([CH3:29])([CH3:28])[CH3:27]. (2) The reactants are: [C:1]([O:4]/[C:5](=[CH:30]\[CH3:31])/[CH:6]=[CH:7]/[C:8]([O:10][C@@H:11](/[CH:13]=[CH:14]\[C:15]([N:17]([C:24]1[CH:29]=[CH:28][CH:27]=[CH:26][CH:25]=1)[C:18]1[CH:23]=[CH:22][CH:21]=[CH:20][CH:19]=1)=[O:16])[CH3:12])=[O:9])(=[O:3])[CH3:2].C(OCC)(=O)C.C1CCN2C(=NCCC2)CC1.O. Given the product [C:1]([O:4][C:5]1[C@@H:30]([CH3:31])[C@H:14]([C:15](=[O:16])[N:17]([C:18]2[CH:23]=[CH:22][CH:21]=[CH:20][CH:19]=2)[C:24]2[CH:29]=[CH:28][CH:27]=[CH:26][CH:25]=2)[C@H:13]2[C@H:7]([C:8](=[O:9])[O:10][C@@H:11]2[CH3:12])[CH:6]=1)(=[O:3])[CH3:2], predict the reactants needed to synthesize it. (3) The reactants are: [OH:1][C:2]1[C:3]([CH3:18])=[C:4]2[C:9](=[C:10]([CH3:13])[C:11]=1[CH3:12])[O:8][C:7]([CH3:17])([C:14]([OH:16])=O)[CH2:6][CH2:5]2.[CH:19]1[N:23]=[CH:22][N:21]([C:24](N2C=NC=C2)=O)[CH:20]=1.CN(C)CCN. Given the product [CH3:22][N:21]([CH3:24])[CH2:20][CH2:19][NH:23][C:14]([C:7]1([CH3:17])[CH2:6][CH2:5][C:4]2[C:9](=[C:10]([CH3:13])[C:11]([CH3:12])=[C:2]([OH:1])[C:3]=2[CH3:18])[O:8]1)=[O:16], predict the reactants needed to synthesize it. (4) Given the product [Cl:21][C:15]1[CH:16]=[C:17]([Cl:20])[CH:18]=[CH:19][C:14]=1[CH:5]1[N:6]=[C:7]([C:9]2[S:10][CH:11]=[CH:12][N:13]=2)[NH:8][C:3]([CH2:2][N:27]2[CH2:32][CH2:31][O:30][CH:29]([CH2:33][CH2:34][C:35]([OH:37])=[O:36])[CH2:28]2)=[C:4]1[C:22]([O:24][CH2:25][CH3:26])=[O:23], predict the reactants needed to synthesize it. The reactants are: Br[CH2:2][C:3]1[NH:8][C:7]([C:9]2[S:10][CH:11]=[CH:12][N:13]=2)=[N:6][CH:5]([C:14]2[CH:19]=[CH:18][C:17]([Cl:20])=[CH:16][C:15]=2[Cl:21])[C:4]=1[C:22]([O:24][CH2:25][CH3:26])=[O:23].[NH:27]1[CH2:32][CH2:31][O:30][CH:29]([CH2:33][CH2:34][C:35]([OH:37])=[O:36])[CH2:28]1. (5) Given the product [CH3:20][C:13]1[CH:12]=[C:11]([O:1][C:2]2[CH:9]=[CH:8][C:5]([CH:6]=[O:7])=[CH:4][CH:3]=2)[CH:16]=[CH:15][C:14]=1[N+:17]([O-:19])=[O:18], predict the reactants needed to synthesize it. The reactants are: [OH:1][C:2]1[CH:9]=[CH:8][C:5]([CH:6]=[O:7])=[CH:4][CH:3]=1.F[C:11]1[CH:16]=[CH:15][C:14]([N+:17]([O-:19])=[O:18])=[C:13]([CH3:20])[CH:12]=1.C([O-])([O-])=O.[K+].[K+]. (6) Given the product [CH3:19][O:18][C:17]1[CH:20]=[CH:21][C:13]([CH2:12][NH:4][C:3]2[C:2]([F:1])=[CH:8][C:7]([F:9])=[CH:6][C:5]=2[F:10])=[CH:14][C:15]=1[OH:16], predict the reactants needed to synthesize it. The reactants are: [F:1][C:2]1[CH:8]=[C:7]([F:9])[CH:6]=[C:5]([F:10])[C:3]=1[NH2:4].O=[CH:12][C:13]1[CH:21]=[CH:20][C:17]([O:18][CH3:19])=[C:15]([OH:16])[CH:14]=1.